Dataset: Full USPTO retrosynthesis dataset with 1.9M reactions from patents (1976-2016). Task: Predict the reactants needed to synthesize the given product. Given the product [OH:29][C:7]1[CH:8]=[N:9][CH:10]=[CH:11][C:6]=1[NH:5][C:3](=[O:4])[C:2]([CH3:13])([CH3:12])[CH3:1], predict the reactants needed to synthesize it. The reactants are: [CH3:1][C:2]([CH3:13])([CH3:12])[C:3]([NH:5][C:6]1[CH:11]=[CH:10][N:9]=[CH:8][CH:7]=1)=[O:4].C([Li])CCC.CCCCCC.CB(C)C.[OH:29]O.